Dataset: Reaction yield outcomes from USPTO patents with 853,638 reactions. Task: Predict the reaction yield, written as a fraction of the theoretical maximum amount of product (1.0 means a 100% yield; for example, 0.34 means a 34% yield). (1) The reactants are [Br:1][C:2]1[C:10]2[C:6](=[C:7]([C:12](O)([CH2:16][CH2:17][CH3:18])[CH2:13][CH2:14][CH3:15])[N:8]([CH3:11])[N:9]=2)[CH:5]=[CH:4][CH:3]=1.C1(C)C=CC(S(O)(=O)=O)=CC=1.C([O-])(O)=O.[Na+]. The catalyst is C1(C)C=CC=CC=1. The product is [Br:1][C:2]1[C:10]2[C:6](=[C:7](/[C:12](/[CH2:16][CH2:17][CH3:18])=[CH:13]/[CH2:14][CH3:15])[N:8]([CH3:11])[N:9]=2)[CH:5]=[CH:4][CH:3]=1. The yield is 0.890. (2) The product is [F:1][C:2]1[CH:3]=[C:4]([CH2:12][C:13]([OH:15])=[O:14])[CH:5]=[C:6]([F:11])[C:7]=1[N+:8]([O-:10])=[O:9]. The reactants are [F:1][C:2]1[CH:3]=[C:4]([CH2:12][C:13]([O:15]C(C)(C)C)=[O:14])[CH:5]=[C:6]([F:11])[C:7]=1[N+:8]([O-:10])=[O:9].C(O)(C(F)(F)F)=O. The catalyst is C(Cl)Cl. The yield is 0.860. (3) The reactants are [CH2:1]([N:8]1[C:13](=[O:14])[CH2:12][NH:11][C:10]2[N:15]=[CH:16][C:17]([C:19]3[CH:20]=[C:21]([CH:25]=[CH:26][CH:27]=3)[C:22]([OH:24])=O)=[CH:18][C:9]1=2)[C:2]1[CH:7]=[CH:6][CH:5]=[CH:4][CH:3]=1.[CH2:28]([NH2:30])[CH3:29]. No catalyst specified. The product is [CH2:1]([N:8]1[C:13](=[O:14])[CH2:12][NH:11][C:10]2[N:15]=[CH:16][C:17]([C:19]3[CH:20]=[C:21]([CH:25]=[CH:26][CH:27]=3)[C:22]([NH:30][CH2:28][CH3:29])=[O:24])=[CH:18][C:9]1=2)[C:2]1[CH:7]=[CH:6][CH:5]=[CH:4][CH:3]=1. The yield is 0.0300. (4) The reactants are [Br:1][C:2]1[CH:7]=[CH:6][C:5]([CH2:8]Br)=[C:4]([CH2:10][CH3:11])[CH:3]=1.[C-:12]#[N:13].[K+]. The catalyst is CN(C=O)C.O.CCOCC. The product is [Br:1][C:2]1[CH:7]=[CH:6][C:5]([CH2:8][C:12]#[N:13])=[C:4]([CH2:10][CH3:11])[CH:3]=1. The yield is 0.800. (5) The reactants are CCN(C(C)C)C(C)C.[CH2:10]([O:17][C:18]1[CH:26]=[CH:25][C:21]([C:22]([OH:24])=O)=[CH:20][CH:19]=1)[C:11]1[CH:16]=[CH:15][CH:14]=[CH:13][CH:12]=1.C1C=CC2N(O)N=NC=2C=1.CCN=C=NCCCN(C)C.Cl.Cl.[CH2:50]([O:52][C:53](=[O:56])[CH2:54][NH2:55])[CH3:51]. The catalyst is CN(C=O)C.O. The product is [CH2:50]([O:52][C:53](=[O:56])[CH2:54][NH:55][C:22](=[O:24])[C:21]1[CH:20]=[CH:19][C:18]([O:17][CH2:10][C:11]2[CH:12]=[CH:13][CH:14]=[CH:15][CH:16]=2)=[CH:26][CH:25]=1)[CH3:51]. The yield is 0.901.